Predict which catalyst facilitates the given reaction. From a dataset of Catalyst prediction with 721,799 reactions and 888 catalyst types from USPTO. (1) Reactant: [CH:1]1[CH:2]=[C:3]([CH2:6][NH:7][C:8]2[C:13]([C:14]([OH:16])=[O:15])=[CH:12][C:11]([S:17]([NH2:20])(=[O:19])=[O:18])=[C:10]([Cl:21])[CH:9]=2)[O:4][CH:5]=1.C1N=CN(C(N2C=NC=C2)=O)C=1.[C:34]1([CH2:40][CH2:41]O)[CH:39]=[CH:38][CH:37]=[CH:36][CH:35]=1.C(C(CCC)[O-])(C)(C)C.[K+]. Product: [NH2:20][S:17]([C:11]1[C:10]([Cl:21])=[CH:9][C:8]([NH:7][CH2:6][C:3]2[O:4][CH:5]=[CH:1][CH:2]=2)=[C:13]([CH:12]=1)[C:14]([O:16][CH2:41][CH2:40][C:34]1[CH:39]=[CH:38][CH:37]=[CH:36][CH:35]=1)=[O:15])(=[O:19])=[O:18]. The catalyst class is: 56. (2) Reactant: [C:1]([O:5][C@@H:6]([C:12]1[C:28]([CH3:29])=[CH:27][C:15]2[N:16]=[C:17]([C:19]3[C:24]([CH3:25])=[CH:23][N:22]=[C:21](Cl)[CH:20]=3)[S:18][C:14]=2[C:13]=1[C:30]1[CH:35]=[CH:34][C:33]([Cl:36])=[CH:32][CH:31]=1)[C:7]([O:9][CH2:10][CH3:11])=[O:8])([CH3:4])([CH3:3])[CH3:2].[CH3:37][N:38]1[C:46]2[C:41](=[CH:42][C:43](B(O)O)=[CH:44][CH:45]=2)[CH:40]=[N:39]1.C([O-])([O-])=O.[K+].[K+]. The catalyst class is: 518. Product: [C:1]([O:5][C@@H:6]([C:12]1[C:28]([CH3:29])=[CH:27][C:15]2[N:16]=[C:17]([C:19]3[C:24]([CH3:25])=[CH:23][N:22]=[C:21]([C:43]4[CH:42]=[C:41]5[C:46](=[CH:45][CH:44]=4)[N:38]([CH3:37])[N:39]=[CH:40]5)[CH:20]=3)[S:18][C:14]=2[C:13]=1[C:30]1[CH:35]=[CH:34][C:33]([Cl:36])=[CH:32][CH:31]=1)[C:7]([O:9][CH2:10][CH3:11])=[O:8])([CH3:3])([CH3:4])[CH3:2]. (3) Reactant: [CH3:1][O:2][C:3]1[CH:4]=[C:5]2[C:10](=[CH:11][CH:12]=1)[CH:9]=[C:8]([C:13]1[O:14][C:15]3[CH:21]=[CH:20][CH:19]=[CH:18][C:16]=3[CH:17]=1)[CH:7]=[CH:6]2.[C:22](Cl)(=[O:27])[CH2:23][CH:24]([CH3:26])[CH3:25].[Sn](Cl)(Cl)(Cl)Cl. Product: [CH3:1][O:2][C:3]1[CH:4]=[C:5]2[C:10](=[CH:11][CH:12]=1)[CH:9]=[C:8]([C:13]1[O:14][C:15]3[CH:21]=[CH:20][CH:19]=[CH:18][C:16]=3[C:17]=1[C:22](=[O:27])[CH2:23][CH:24]([CH3:26])[CH3:25])[CH:7]=[CH:6]2. The catalyst class is: 22.